From a dataset of Full USPTO retrosynthesis dataset with 1.9M reactions from patents (1976-2016). Predict the reactants needed to synthesize the given product. (1) Given the product [CH2:22]([O:21][C:19]([N:16]1[CH2:15][CH2:14][CH:13]([NH:12][C:8]2[O:9][C:5]3[CH:4]=[CH:3][C:2]([Cl:1])=[CH:11][C:6]=3[N:7]=2)[CH2:18][CH2:17]1)=[O:20])[CH3:23], predict the reactants needed to synthesize it. The reactants are: [Cl:1][C:2]1[CH:3]=[CH:4][C:5]2[O:9][C:8](S)=[N:7][C:6]=2[CH:11]=1.[NH2:12][CH:13]1[CH2:18][CH2:17][N:16]([C:19]([O:21][CH2:22][CH3:23])=[O:20])[CH2:15][CH2:14]1.[Cl-].[Na+]. (2) Given the product [N+:1]([O-:4])([O-:3])=[O:2].[CH3:12][NH+:7]1[CH2:8][CH2:9][N:10]([CH3:11])[CH:6]1[Cl:5], predict the reactants needed to synthesize it. The reactants are: [N+:1]([O-:4])([OH:3])=[O:2].[Cl:5][C:6]1(Cl)[N:10]([CH3:11])[CH2:9][CH2:8][N:7]1[CH3:12]. (3) Given the product [C:19]([O:18][C:16]([NH:15][CH:11]([C:12]([O:14][CH3:24])=[O:13])[CH2:10][C:9]([OH:8])=[O:23])=[O:17])([CH3:22])([CH3:21])[CH3:20], predict the reactants needed to synthesize it. The reactants are: C([O:8][C:9](=[O:23])[CH2:10][CH:11]([NH:15][C:16]([O:18][C:19]([CH3:22])([CH3:21])[CH3:20])=[O:17])[C:12]([OH:14])=[O:13])C1C=CC=CC=1.[CH3:24][Si](C=[N+]=[N-])(C)C.CCCCCC.